Dataset: Forward reaction prediction with 1.9M reactions from USPTO patents (1976-2016). Task: Predict the product of the given reaction. (1) Given the reactants [C:1](#[N:3])C.[F:4][C:5]([F:24])([F:23])[C:6]1[CH:11]=[CH:10][C:9]([C:12]([F:15])([F:14])[F:13])=[CH:8][C:7]=1[C:16]1[CH:21]=[CH:20][N+:19]([O-])=[CH:18][CH:17]=1.C[Si](C#N)(C)C, predict the reaction product. The product is: [F:4][C:5]([F:24])([F:23])[C:6]1[CH:11]=[CH:10][C:9]([C:12]([F:15])([F:14])[F:13])=[CH:8][C:7]=1[C:16]1[CH:21]=[CH:20][N:19]=[C:18]([C:1]#[N:3])[CH:17]=1. (2) Given the reactants [Cl:1][CH:2]1[CH2:7][CH2:6][N:5]([S:8]([C:11]2[CH:16]=[CH:15][C:14]([N+:17]([O-])=O)=[CH:13][CH:12]=2)(=[O:10])=[O:9])[CH2:4][CH2:3]1.CO.[BH4-].[Na+], predict the reaction product. The product is: [Cl:1][CH:2]1[CH2:7][CH2:6][N:5]([S:8]([C:11]2[CH:16]=[CH:15][C:14]([NH2:17])=[CH:13][CH:12]=2)(=[O:10])=[O:9])[CH2:4][CH2:3]1. (3) Given the reactants Br.[NH:2]1[CH2:7][CH2:6][CH2:5][CH:4]([S:8][C:9]2[CH:14]=[CH:13][C:12]([OH:15])=[CH:11][CH:10]=2)[CH2:3]1.[C:16]1([CH2:22][CH2:23][CH2:24][CH:25]=O)[CH:21]=[CH:20][CH:19]=[CH:18][CH:17]=1, predict the reaction product. The product is: [C:16]1([CH2:22][CH2:23][CH2:24][CH2:25][N:2]2[CH2:7][CH2:6][CH2:5][CH:4]([S:8][C:9]3[CH:14]=[CH:13][C:12]([OH:15])=[CH:11][CH:10]=3)[CH2:3]2)[CH:21]=[CH:20][CH:19]=[CH:18][CH:17]=1.